From a dataset of Reaction yield outcomes from USPTO patents with 853,638 reactions. Predict the reaction yield, written as a fraction of the theoretical maximum amount of product (1.0 means a 100% yield; for example, 0.34 means a 34% yield). (1) The reactants are [C:1]1(C)C=CC=CC=1.[Li]C.C(=O)=O.CC(C)=O.[Cl:17][C:18]1[N:23]=[C:22]([C:24]([F:27])([F:26])[F:25])[C:21]([C:28](=[O:30])[CH3:29])=[CH:20][N:19]=1. The catalyst is CCOCC.Cl[Ti](Cl)(Cl)Cl. The product is [Cl:17][C:18]1[N:23]=[C:22]([C:24]([F:25])([F:26])[F:27])[C:21]([C:28]([OH:30])([CH3:1])[CH3:29])=[CH:20][N:19]=1. The yield is 0.860. (2) The reactants are [CH:1]([NH:4][CH:5]1[CH2:10][CH2:9][N:8]([C:11]([O:13][C:14]([CH3:17])([CH3:16])[CH3:15])=[O:12])[CH2:7][CH2:6]1)([CH3:3])[CH3:2].CCN(CC)CC.[C:25](Cl)(=[O:27])[CH3:26]. The catalyst is C(Cl)Cl. The product is [CH:1]([N:4]([CH:5]1[CH2:6][CH2:7][N:8]([C:11]([O:13][C:14]([CH3:15])([CH3:17])[CH3:16])=[O:12])[CH2:9][CH2:10]1)[C:25](=[O:27])[CH3:26])([CH3:3])[CH3:2]. The yield is 0.590. (3) The reactants are [Br:1][C:2]1[C:3](Cl)=[N:4][C:5]([N:9]2[C:13]([CH3:14])=[CH:12][CH:11]=[C:10]2[CH3:15])=[N:6][C:7]=1[CH3:8].Cl.[NH2:18][C@@H:19]1[CH2:24][CH2:23][C@H:22]([OH:25])[CH2:21][CH2:20]1.C(N(C(C)C)CC)(C)C. The product is [Br:1][C:2]1[C:3]([NH:18][C@@H:19]2[CH2:24][CH2:23][C@H:22]([OH:25])[CH2:21][CH2:20]2)=[N:4][C:5]([N:9]2[C:13]([CH3:14])=[CH:12][CH:11]=[C:10]2[CH3:15])=[N:6][C:7]=1[CH3:8]. The yield is 0.880. The catalyst is CC(N(C)C)=O. (4) The reactants are [F:1][C:2]1[CH:3]=[C:4]([N:9]2[C:14](=[O:15])[C:13]([OH:16])=[C:12]([C:17]3[CH:22]=[CH:21][C:20]([S:23]([CH3:26])(=[O:25])=[O:24])=[CH:19][CH:18]=3)[CH:11]=[N:10]2)[CH:5]=[CH:6][C:7]=1[F:8].C1C=CC(P(C2C=CC=CC=2)C2C=CC=CC=2)=CC=1.[CH3:46][C:47]([CH2:49]O)=[O:48].CC(OC(/N=N/C(OC(C)C)=O)=O)C. The catalyst is C1COCC1. The product is [F:1][C:2]1[CH:3]=[C:4]([N:9]2[C:14](=[O:15])[C:13]([O:16][CH2:46][C:47](=[O:48])[CH3:49])=[C:12]([C:17]3[CH:22]=[CH:21][C:20]([S:23]([CH3:26])(=[O:25])=[O:24])=[CH:19][CH:18]=3)[CH:11]=[N:10]2)[CH:5]=[CH:6][C:7]=1[F:8]. The yield is 0.480. (5) The reactants are [CH2:1]([O:3][C:4]([C:6]1[C:7]2[CH:15]=[CH:14][CH:13]=[CH:12][C:8]=2[S:9][C:10]=1[NH2:11])=[O:5])[CH3:2].[Br:16]N1C(=O)CCC1=O.C([O-])(O)=O.[Na+]. The catalyst is C(Cl)(Cl)Cl. The product is [CH2:1]([O:3][C:4]([C:6]1[C:7]2[CH:15]=[CH:14][C:13]([Br:16])=[CH:12][C:8]=2[S:9][C:10]=1[NH2:11])=[O:5])[CH3:2]. The yield is 0.900. (6) The reactants are S(Cl)(Cl)=O.[C:5]([O:9][C:10](=[O:43])[NH:11][CH2:12][C@H:13]1[CH2:18][CH2:17][C@H:16]([CH2:19][C:20](=O)[NH:21][NH:22][C:23]2[N:24]=[C:25]3[CH:31]=[CH:30][N:29](S(C4C=CC(C)=CC=4)(=O)=O)[C:26]3=[N:27][CH:28]=2)[CH2:15][CH2:14]1)([CH3:8])([CH3:7])[CH3:6].C([O-])([O-])=O.[Na+].[Na+].[OH-].[Na+]. The catalyst is O.O1CCOCC1. The product is [C:5]([O:9][C:10](=[O:43])[NH:11][CH2:12][C@H:13]1[CH2:18][CH2:17][C@H:16]([CH2:19][C:20]2[N:24]3[C:25]4[CH:31]=[CH:30][NH:29][C:26]=4[N:27]=[CH:28][C:23]3=[N:22][N:21]=2)[CH2:15][CH2:14]1)([CH3:8])([CH3:7])[CH3:6]. The yield is 0.630. (7) The catalyst is CO.[C].[Pd]. The product is [NH2:26][C:23]1[N:22]=[CH:21][C:20]([O:19][C:14]2[CH:13]=[C:12]([NH:11][C:9](=[O:10])[C:8]3[CH:29]=[CH:30][CH:31]=[C:6]([C:3]([C:1]#[N:2])([CH3:5])[CH3:4])[CH:7]=3)[CH:17]=[CH:16][C:15]=2[CH3:18])=[CH:25][CH:24]=1. The yield is 0.780. The reactants are [C:1]([C:3]([C:6]1[CH:7]=[C:8]([CH:29]=[CH:30][CH:31]=1)[C:9]([NH:11][C:12]1[CH:17]=[CH:16][C:15]([CH3:18])=[C:14]([O:19][C:20]2[CH:21]=[N:22][C:23]([N+:26]([O-])=O)=[CH:24][CH:25]=2)[CH:13]=1)=[O:10])([CH3:5])[CH3:4])#[N:2].